Dataset: Reaction yield outcomes from USPTO patents with 853,638 reactions. Task: Predict the reaction yield, written as a fraction of the theoretical maximum amount of product (1.0 means a 100% yield; for example, 0.34 means a 34% yield). (1) The reactants are N#N.[Mg].Br[C:5]1[CH:10]=[CH:9][CH:8]=[CH:7][CH:6]=1.[Br:11][C:12]1[CH:20]=[CH:19][C:15]([C:16]([OH:18])=O)=[C:14]([CH:21]=[O:22])[CH:13]=1.Cl. The catalyst is O1CCCC1.O. The product is [Br:11][C:12]1[CH:13]=[C:14]2[C:15](=[CH:19][CH:20]=1)[C:16](=[O:18])[O:22][CH:21]2[C:5]1[CH:10]=[CH:9][CH:8]=[CH:7][CH:6]=1. The yield is 0.940. (2) The reactants are [NH2:1][C:2]1[N:3]=[C:4]2[CH:9]=[CH:8][C:7]([O:10][C:11]3[CH:12]=[C:13]([NH:17][C:18](=[O:29])[C:19]4[CH:24]=[CH:23][CH:22]=[C:21]([C:25]([F:28])([F:27])[F:26])[CH:20]=4)[CH:14]=[CH:15][CH:16]=3)=[N:6][N:5]2[CH:30]=1.I[C:32]1[CH:37]=[CH:36][CH:35]=[CH:34][CH:33]=1.C1(P(C2CCCCC2)C2C=CC=CC=2C2C(C(C)C)=CC(C(C)C)=CC=2C(C)C)CCCCC1.CC(C)([O-])C.[Na+].C(=O)([O-])O.[Na+]. The catalyst is C1C=CC(/C=C/C(/C=C/C2C=CC=CC=2)=O)=CC=1.C1C=CC(/C=C/C(/C=C/C2C=CC=CC=2)=O)=CC=1.C1C=CC(/C=C/C(/C=C/C2C=CC=CC=2)=O)=CC=1.[Pd].[Pd].C1(C)C=CC=CC=1. The product is [NH:1]([C:2]1[N:3]=[C:4]2[CH:9]=[CH:8][C:7]([O:10][C:11]3[CH:12]=[C:13]([NH:17][C:18](=[O:29])[C:19]4[CH:24]=[CH:23][CH:22]=[C:21]([C:25]([F:28])([F:27])[F:26])[CH:20]=4)[CH:14]=[CH:15][CH:16]=3)=[N:6][N:5]2[CH:30]=1)[C:32]1[CH:37]=[CH:36][CH:35]=[CH:34][CH:33]=1. The yield is 0.160. (3) The reactants are [CH2:1]([C:8]1[CH:13]=[C:12]([O:14][CH3:15])[C:11](Br)=[CH:10][C:9]=1[O:17][CH3:18])[C:2]1[CH:7]=[CH:6][CH:5]=[CH:4][CH:3]=1.[B:19]1([B:19]2[O:23][C:22]([CH3:25])([CH3:24])[C:21]([CH3:27])([CH3:26])[O:20]2)[O:23][C:22]([CH3:25])([CH3:24])[C:21]([CH3:27])([CH3:26])[O:20]1. The catalyst is C1C=CC(P(C2C=CC=CC=2)[C-]2C=CC=C2)=CC=1.C1C=CC(P(C2C=CC=CC=2)[C-]2C=CC=C2)=CC=1.Cl[Pd]Cl.[Fe+2]. The product is [CH2:1]([C:8]1[C:9]([O:17][CH3:18])=[CH:10][C:11]([B:19]2[O:23][C:22]([CH3:25])([CH3:24])[C:21]([CH3:27])([CH3:26])[O:20]2)=[C:12]([O:14][CH3:15])[CH:13]=1)[C:2]1[CH:7]=[CH:6][CH:5]=[CH:4][CH:3]=1. The yield is 0.620. (4) No catalyst specified. The yield is 0.810. The product is [C:36]([C:33]1[CH:34]=[C:35]2[C:30](=[CH:31][CH:32]=1)[NH:29][CH:28]=[C:27]2[CH:24]1[CH2:25][CH2:26][C:21](=[O:20])[CH2:22][CH2:23]1)#[N:37]. The reactants are N1C2C(=CC=CC=2)C(C2CCC(=O)CC2)=C1.O1[C:21]2([CH2:26][CH2:25][CH:24]([C:27]3[C:35]4[C:30](=[CH:31][CH:32]=[C:33]([C:36]#[N:37])[CH:34]=4)[NH:29][CH:28]=3)[CH2:23][CH2:22]2)[O:20]CC1.